This data is from Full USPTO retrosynthesis dataset with 1.9M reactions from patents (1976-2016). The task is: Predict the reactants needed to synthesize the given product. (1) Given the product [Cl:1][C:2]1[CH:7]=[C:6]([O:8][C:9]2[CH:14]=[CH:13][C:12]([CH2:15][CH2:16][OH:30])=[CH:11][CH:10]=2)[CH:5]=[CH:4][C:3]=1[CH3:17], predict the reactants needed to synthesize it. The reactants are: [Cl:1][C:2]1[CH:7]=[C:6]([O:8][C:9]2[CH:14]=[CH:13][C:12]([CH:15]=[CH2:16])=[CH:11][CH:10]=2)[CH:5]=[CH:4][C:3]=1[CH3:17].B1C2CCCC1CCC2.C1C[O:30]CC1. (2) Given the product [OH:2][C:3]1[CH:4]=[CH:5][C:6]([CH2:9][CH2:10][CH2:11][C:12]([OH:14])=[O:13])=[CH:7][CH:8]=1, predict the reactants needed to synthesize it. The reactants are: C[O:2][C:3]1[CH:8]=[CH:7][C:6]([CH2:9][CH2:10][CH2:11][C:12]([OH:14])=[O:13])=[CH:5][CH:4]=1.Br. (3) Given the product [Cl:1][C:2]1[C:7]([Cl:8])=[C:6]([F:9])[CH:5]=[CH:4][C:3]=1[C:10]([N:12]1[CH2:17][CH2:16][C:15]2[N:18]([C:21]3[CH:26]=[N:25][CH:24]=[CH:23][N:22]=3)[N:19]=[N:20][C:14]=2[CH:13]1[CH3:27])=[O:11], predict the reactants needed to synthesize it. The reactants are: [Cl:1][C:2]1[C:7]([Cl:8])=[C:6]([F:9])[CH:5]=[CH:4][C:3]=1[C:10]([N:12]1[CH:17]=[CH:16][C:15]2[N:18]([C:21]3[CH:26]=[N:25][CH:24]=[CH:23][N:22]=3)[N:19]=[N:20][C:14]=2[CH:13]1[CH3:27])=[O:11].C([SiH](CC)CC)C. (4) Given the product [Cl:16][C:17]1[N:22]=[C:21]([N:5]2[CH2:4][C@@H:3]3[C@@:7]([NH:8][C:9](=[O:15])[O:10][C:11]([CH3:14])([CH3:13])[CH3:12])([C@@H:2]3[CH3:1])[CH2:6]2)[C:20]([CH3:24])=[CH:19][N:18]=1, predict the reactants needed to synthesize it. The reactants are: [CH3:1][C@H:2]1[C@:7]2([NH:8][C:9](=[O:15])[O:10][C:11]([CH3:14])([CH3:13])[CH3:12])[C@H:3]1[CH2:4][NH:5][CH2:6]2.[Cl:16][C:17]1[N:22]=[C:21](Cl)[C:20]([CH3:24])=[CH:19][N:18]=1.